Dataset: Rat liver microsome stability data. Task: Regression/Classification. Given a drug SMILES string, predict its absorption, distribution, metabolism, or excretion properties. Task type varies by dataset: regression for continuous measurements (e.g., permeability, clearance, half-life) or binary classification for categorical outcomes (e.g., BBB penetration, CYP inhibition). Dataset: rlm. The compound is CN(C)CC1(c2cccc(Cl)c2)CCCCC1. The result is 1 (stable in rat liver microsomes).